Dataset: Catalyst prediction with 721,799 reactions and 888 catalyst types from USPTO. Task: Predict which catalyst facilitates the given reaction. (1) Product: [CH3:5][C:4]([C:11]1[CH:16]=[CH:15][C:14]([O:17][CH2:18][C:19]2[CH:24]=[CH:23][CH:22]=[CH:21][CH:20]=2)=[CH:13][N:12]=1)([CH3:7])[CH3:6]. The catalyst class is: 1. Reactant: [Cu]C#N.[C:4]([Mg]Cl)([CH3:7])([CH3:6])[CH3:5].Br[C:11]1[CH:16]=[CH:15][C:14]([O:17][CH2:18][C:19]2[CH:24]=[CH:23][CH:22]=[CH:21][CH:20]=2)=[CH:13][N:12]=1.O. (2) Reactant: C(N(CC)C(C)C)(C)C.[Cl:10][C:11]1[C:12]([F:32])=[C:13]([NH:17][C:18]2[C:27]3[C:22](=[CH:23][C:24]([O:30][CH3:31])=[C:25]([CH2:28]Cl)[CH:26]=3)[N:21]=[CH:20][N:19]=2)[CH:14]=[CH:15][CH:16]=1.[NH2:33][C:34]([C:36]1([NH:47][CH3:48])[CH2:39][N:38]([C:40]([O:42][C:43]([CH3:46])([CH3:45])[CH3:44])=[O:41])[CH2:37]1)=[O:35].O. Product: [NH2:33][C:34]([C:36]1([N:47]([CH2:28][C:25]2[CH:26]=[C:27]3[C:22](=[CH:23][C:24]=2[O:30][CH3:31])[N:21]=[CH:20][N:19]=[C:18]3[NH:17][C:13]2[CH:14]=[CH:15][CH:16]=[C:11]([Cl:10])[C:12]=2[F:32])[CH3:48])[CH2:39][N:38]([C:40]([O:42][C:43]([CH3:44])([CH3:45])[CH3:46])=[O:41])[CH2:37]1)=[O:35]. The catalyst class is: 9. (3) Reactant: [CH2:1]([O:3][C:4](=[O:38])[C@H:5]([CH2:17][C:18]1[CH:23]=[CH:22][C:21]([C:24]2[C:29]([O:30][CH3:31])=[CH:28][C:27]([CH2:32]OCC)=[CH:26][C:25]=2[O:36][CH3:37])=[CH:20][CH:19]=1)[NH:6][C:7](=[O:16])[C:8]1[C:13]([Cl:14])=[CH:12][CH:11]=[CH:10][C:9]=1[Cl:15])[CH3:2].C1C=CC(P(C2C=CC=CC=2)C2C=CC=CC=2)=CC=1.C(Br)(Br)(Br)[Br:59]. Product: [CH2:1]([O:3][C:4](=[O:38])[C@H:5]([CH2:17][C:18]1[CH:23]=[CH:22][C:21]([C:24]2[C:29]([O:30][CH3:31])=[CH:28][C:27]([CH2:32][Br:59])=[CH:26][C:25]=2[O:36][CH3:37])=[CH:20][CH:19]=1)[NH:6][C:7](=[O:16])[C:8]1[C:13]([Cl:14])=[CH:12][CH:11]=[CH:10][C:9]=1[Cl:15])[CH3:2]. The catalyst class is: 2. (4) Reactant: [CH3:1][C:2]1[C:3]([CH2:9][N:10]([CH2:17][C:18]2[C:23]([C:24]([O:27][CH3:28])([CH3:26])[CH3:25])=[CH:22][CH:21]=[CH:20][N:19]=2)[CH:11]2[CH2:16][CH2:15][NH:14][CH2:13][CH2:12]2)=[N:4][CH:5]=[C:6]([CH3:8])[CH:7]=1.[O:29]([C:36]([NH:38][OH:39])=O)C1C=CC=CC=1. Product: [OH:39][NH:38][C:36]([N:14]1[CH2:13][CH2:12][CH:11]([N:10]([CH2:9][C:3]2[C:2]([CH3:1])=[CH:7][C:6]([CH3:8])=[CH:5][N:4]=2)[CH2:17][C:18]2[C:23]([C:24]([O:27][CH3:28])([CH3:25])[CH3:26])=[CH:22][CH:21]=[CH:20][N:19]=2)[CH2:16][CH2:15]1)=[O:29]. The catalyst class is: 1.